From a dataset of Full USPTO retrosynthesis dataset with 1.9M reactions from patents (1976-2016). Predict the reactants needed to synthesize the given product. (1) Given the product [S:46]1[C:47]2[CH:52]=[CH:51][CH:50]=[CH:49][C:48]=2[C:44]([N:38]2[CH2:39][CH2:40][N:41]([CH2:2][CH2:3][C:4]3[CH:5]=[C:6]4[C:10](=[CH:11][CH:12]=3)[C:9]([CH3:14])([CH3:13])[CH:8]([NH:15][C:16](=[O:18])[CH3:17])[CH2:7]4)[CH2:42][CH2:43]2)=[N:45]1.[S:46]1[C:47]2[CH:52]=[CH:51][CH:50]=[CH:49][C:48]=2[C:44]([N:38]2[CH2:39][CH2:40][N:41]([CH2:20][CH2:21][C:22]3[CH:30]=[C:29]4[C:25]([CH2:26][CH:27]([NH:33][C:34](=[O:36])[CH3:35])[C:28]4([CH3:32])[CH3:31])=[CH:24][CH:23]=3)[CH2:42][CH2:43]2)=[N:45]1, predict the reactants needed to synthesize it. The reactants are: Cl[CH2:2][CH2:3][C:4]1[CH:5]=[C:6]2[C:10](=[CH:11][CH:12]=1)[C:9]([CH3:14])([CH3:13])[CH:8]([NH:15][C:16](=[O:18])[CH3:17])[CH2:7]2.Cl[CH2:20][CH2:21][C:22]1[CH:30]=[C:29]2[C:25]([CH2:26][CH:27]([NH:33][C:34](=[O:36])[CH3:35])[C:28]2([CH3:32])[CH3:31])=[CH:24][CH:23]=1.Cl.[N:38]1([C:44]2[C:48]3[CH:49]=[CH:50][CH:51]=[CH:52][C:47]=3[S:46][N:45]=2)[CH2:43][CH2:42][NH:41][CH2:40][CH2:39]1.C(=O)([O-])[O-].[K+].[K+].[I-].[Na+]. (2) Given the product [C:1]([C:5]1[CH:6]=[C:7]([C:13]2[N:17]([CH2:18][CH:19]3[CH2:24][CH2:23][CH2:22][CH2:21][CH2:20]3)[N:16]=[C:15]([C:25]([NH2:29])=[O:27])[N:14]=2)[CH:8]=[C:9]([CH3:12])[C:10]=1[OH:11])([CH3:3])([CH3:2])[CH3:4], predict the reactants needed to synthesize it. The reactants are: [C:1]([C:5]1[CH:6]=[C:7]([C:13]2[N:17]([CH2:18][CH:19]3[CH2:24][CH2:23][CH2:22][CH2:21][CH2:20]3)[N:16]=[C:15]([C:25]([O:27]C)=O)[N:14]=2)[CH:8]=[C:9]([CH3:12])[C:10]=1[OH:11])([CH3:4])([CH3:3])[CH3:2].[NH3:29].CO. (3) Given the product [C:49]([C:28]1[C:29]([C:40]([NH:42][N:43]2[CH2:48][CH2:47][CH2:46][CH2:45][CH2:44]2)=[O:41])=[N:30][N:31]([C:32]2[CH:37]=[CH:36][C:35]([Cl:38])=[CH:34][C:33]=2[Cl:39])[C:27]=1[C:24]1[CH:25]=[CH:26][C:21]([OH:20])=[CH:22][CH:23]=1)#[N:50], predict the reactants needed to synthesize it. The reactants are: CSC.B(F)(F)F.CCOCC.C([O:20][C:21]1[CH:26]=[CH:25][C:24]([C:27]2[N:31]([C:32]3[CH:37]=[CH:36][C:35]([Cl:38])=[CH:34][C:33]=3[Cl:39])[N:30]=[C:29]([C:40]([NH:42][N:43]3[CH2:48][CH2:47][CH2:46][CH2:45][CH2:44]3)=[O:41])[C:28]=2[C:49]#[N:50])=[CH:23][CH:22]=1)C1C=CC=CC=1.O. (4) Given the product [O:1]1[CH:5]=[CH:4][CH:3]=[C:2]1[C:6]1[C:7]2[CH:24]=[CH:23][CH:22]=[N:21][C:8]=2[N:9]=[C:10]([NH:19][CH3:20])[CH:11]([C:13]2[S:14][CH:15]=[C:16]([C:27]#[C:26][CH2:25][NH:28][C:29](=[O:31])[CH3:30])[CH:17]=2)[N:12]=1, predict the reactants needed to synthesize it. The reactants are: [O:1]1[CH:5]=[CH:4][CH:3]=[C:2]1[C:6]1[C:7]2[CH:24]=[CH:23][CH:22]=[N:21][C:8]=2[N:9]=[C:10]([NH:19][CH3:20])[CH:11]([C:13]2[S:14][CH:15]=[C:16](I)[CH:17]=2)[N:12]=1.[CH2:25]([NH:28][C:29](=[O:31])[CH3:30])[C:26]#[CH:27]. (5) Given the product [Cl:1][C:2]1[C:3]([C:12]([F:15])([F:14])[F:13])=[CH:4][C:5]([N+:9]([O-:11])=[O:10])=[C:6]([NH:16][C:17]2[CH:18]=[CH:19][C:20]([CH2:23][CH:24]([OH:26])[CH3:25])=[CH:21][CH:22]=2)[CH:7]=1, predict the reactants needed to synthesize it. The reactants are: [Cl:1][C:2]1[CH:7]=[C:6](Cl)[C:5]([N+:9]([O-:11])=[O:10])=[CH:4][C:3]=1[C:12]([F:15])([F:14])[F:13].[NH2:16][C:17]1[CH:22]=[CH:21][C:20]([CH2:23][CH:24]([OH:26])[CH3:25])=[CH:19][CH:18]=1. (6) Given the product [ClH:29].[NH2:26][C:24]1[CH:23]=[C:22]([CH3:27])[CH:21]=[C:20]([CH2:19][CH2:18][C:16]2[NH:15][C:12]3=[N:13][CH:14]=[C:9]([C:6]4[CH:7]=[CH:8][C:3]([N:2]([CH3:28])[CH3:1])=[CH:4][CH:5]=4)[CH:10]=[C:11]3[N:17]=2)[N:25]=1, predict the reactants needed to synthesize it. The reactants are: [CH3:1][N:2]([CH3:28])[C:3]1[CH:8]=[CH:7][C:6]([C:9]2[CH:10]=[C:11]3[N:17]=[C:16]([CH2:18][CH2:19][C:20]4[N:25]=[C:24]([NH2:26])[CH:23]=[C:22]([CH3:27])[CH:21]=4)[NH:15][C:12]3=[N:13][CH:14]=2)=[CH:5][CH:4]=1.[ClH:29].